This data is from Full USPTO retrosynthesis dataset with 1.9M reactions from patents (1976-2016). The task is: Predict the reactants needed to synthesize the given product. (1) Given the product [Br:1][C:2]1[CH:20]=[C:19]2[C:5]([C:6](=[O:22])[C:7](=[O:21])[C:8]3[S:18][CH2:17][C:11]4([CH2:16][CH2:15][N:14]([CH2:32][C@H:30]([OH:31])[CH2:23][C:24]5[CH:29]=[CH:28][CH:27]=[CH:26][CH:25]=5)[CH2:13][CH2:12]4)[O:10][C:9]=32)=[CH:4][CH:3]=1, predict the reactants needed to synthesize it. The reactants are: [Br:1][C:2]1[CH:20]=[C:19]2[C:5]([C:6](=[O:22])[C:7](=[O:21])[C:8]3[S:18][CH2:17][C:11]4([CH2:16][CH2:15][NH:14][CH2:13][CH2:12]4)[O:10][C:9]=32)=[CH:4][CH:3]=1.[CH2:23]([C@@H:30]1[CH2:32][O:31]1)[C:24]1[CH:29]=[CH:28][CH:27]=[CH:26][CH:25]=1. (2) Given the product [CH2:1]([O:5][C:6](=[O:21])[CH2:7][CH2:8][C:9]1[CH:14]=[C:13]([F:15])[C:12]([C:16]([F:17])([F:18])[F:19])=[C:11]([F:20])[CH:10]=1)[CH2:2][CH2:3][CH3:4], predict the reactants needed to synthesize it. The reactants are: [CH2:1]([O:5][C:6](=[O:21])[CH:7]=[CH:8][C:9]1[CH:14]=[C:13]([F:15])[C:12]([C:16]([F:19])([F:18])[F:17])=[C:11]([F:20])[CH:10]=1)[CH2:2][CH2:3][CH3:4].C. (3) Given the product [Br:1][C:2]1[CH:3]=[CH:4][C:5]2[CH:11]3[CH2:10][CH:9]([CH2:12]3)[N:8]3[C:13]([CH2:20][N:25]4[C:26]5[CH:32]=[CH:31][CH:30]=[CH:29][C:27]=5[N:28]=[C:24]4[CH3:23])=[C:14]([C:16]([O:18][CH3:19])=[O:17])[N:15]=[C:7]3[C:6]=2[CH:22]=1, predict the reactants needed to synthesize it. The reactants are: [Br:1][C:2]1[CH:3]=[CH:4][C:5]2[CH:11]3[CH2:12][CH:9]([CH2:10]3)[N:8]3[C:13]([CH2:20]O)=[C:14]([C:16]([O:18][CH3:19])=[O:17])[N:15]=[C:7]3[C:6]=2[CH:22]=1.[CH3:23][C:24]1[NH:25][C:26]2[CH:32]=[CH:31][CH:30]=[CH:29][C:27]=2[N:28]=1.C1(P(C2C=CC=CC=2)C2C=CC=CC=2)C=CC=CC=1.CC(OC(/N=N/C(OC(C)(C)C)=O)=O)(C)C. (4) The reactants are: [C:1](Cl)(=[O:6])[CH:2]=[CH:3][CH2:4][CH3:5].[CH3:8][C:9]1[C@H:14]2[C:15]([CH3:17])([CH3:16])[C@H:12]([CH2:13]2)[CH2:11][CH:10]=1. Given the product [CH2:4]([CH:3]1[C:12]2([C:15]([CH3:17])=[CH2:16])[CH2:13][CH:14]([C:9]([CH3:8])=[CH:10][CH2:11]2)[C:1](=[O:6])[CH2:2]1)[CH3:5], predict the reactants needed to synthesize it. (5) Given the product [CH3:1][O:2][C:3]1[CH:4]=[C:5]2[C:9](=[CH:10][CH:11]=1)[C@H:8]([C@H:12]([CH2:16][CH3:17])[C:13]([O:15][CH3:18])=[O:14])[CH2:7][CH2:6]2, predict the reactants needed to synthesize it. The reactants are: [CH3:1][O:2][C:3]1[CH:4]=[C:5]2[C:9](=[CH:10][CH:11]=1)[C@H:8]([C@H:12]([CH2:16][CH3:17])[C:13]([OH:15])=[O:14])[CH2:7][CH2:6]2.[C:18]([O-])(O)=O.[Na+].CI.O. (6) Given the product [C:21]([NH:25][C:2]1[N:11]([CH2:12][CH2:13][CH2:14][S:15]([CH3:18])(=[O:17])=[O:16])[C:10](=[O:19])[C:9]2[C:4](=[C:5]([I:20])[CH:6]=[CH:7][CH:8]=2)[N:3]=1)([CH3:24])([CH3:23])[CH3:22], predict the reactants needed to synthesize it. The reactants are: Cl[C:2]1[N:11]([CH2:12][CH2:13][CH2:14][S:15]([CH3:18])(=[O:17])=[O:16])[C:10](=[O:19])[C:9]2[C:4](=[C:5]([I:20])[CH:6]=[CH:7][CH:8]=2)[N:3]=1.[C:21]([NH2:25])([CH3:24])([CH3:23])[CH3:22]. (7) Given the product [I-:13].[CH3:12][N+:7]1([CH:1]2[CH2:6][CH2:5][CH2:4][CH2:3][CH2:2]2)[CH2:11][CH2:10][CH2:9][CH2:8]1, predict the reactants needed to synthesize it. The reactants are: [CH:1]1([N:7]2[CH2:11][CH2:10][CH2:9][CH2:8]2)[CH2:6][CH2:5][CH2:4][CH2:3][CH2:2]1.[CH3:12][I:13].